From a dataset of NCI-60 drug combinations with 297,098 pairs across 59 cell lines. Regression. Given two drug SMILES strings and cell line genomic features, predict the synergy score measuring deviation from expected non-interaction effect. (1) Drug 2: CS(=O)(=O)OCCCCOS(=O)(=O)C. Cell line: IGROV1. Synergy scores: CSS=9.73, Synergy_ZIP=-3.82, Synergy_Bliss=2.00, Synergy_Loewe=-6.04, Synergy_HSA=0.173. Drug 1: CC1=CC2C(CCC3(C2CCC3(C(=O)C)OC(=O)C)C)C4(C1=CC(=O)CC4)C. (2) Drug 1: C1CN1P(=S)(N2CC2)N3CC3. Drug 2: C1=NNC2=C1C(=O)NC=N2. Cell line: LOX IMVI. Synergy scores: CSS=21.9, Synergy_ZIP=-8.47, Synergy_Bliss=-4.19, Synergy_Loewe=-10.2, Synergy_HSA=-2.62. (3) Drug 1: CC12CCC(CC1=CCC3C2CCC4(C3CC=C4C5=CN=CC=C5)C)O. Drug 2: CC1C(C(CC(O1)OC2CC(CC3=C2C(=C4C(=C3O)C(=O)C5=CC=CC=C5C4=O)O)(C(=O)C)O)N)O. Cell line: SK-MEL-2. Synergy scores: CSS=17.8, Synergy_ZIP=2.62, Synergy_Bliss=4.53, Synergy_Loewe=-44.2, Synergy_HSA=0.217. (4) Drug 1: CN(CCCl)CCCl.Cl. Drug 2: COCCOC1=C(C=C2C(=C1)C(=NC=N2)NC3=CC=CC(=C3)C#C)OCCOC.Cl. Cell line: SW-620. Synergy scores: CSS=36.6, Synergy_ZIP=-6.38, Synergy_Bliss=-2.63, Synergy_Loewe=-10.0, Synergy_HSA=-4.06. (5) Drug 1: C1=NC2=C(N=C(N=C2N1C3C(C(C(O3)CO)O)O)F)N. Drug 2: CC12CCC3C(C1CCC2OP(=O)(O)O)CCC4=C3C=CC(=C4)OC(=O)N(CCCl)CCCl.[Na+]. Cell line: HOP-92. Synergy scores: CSS=8.82, Synergy_ZIP=-1.24, Synergy_Bliss=2.56, Synergy_Loewe=-17.9, Synergy_HSA=-0.219. (6) Drug 1: C1CC(=O)NC(=O)C1N2C(=O)C3=CC=CC=C3C2=O. Drug 2: COCCOC1=C(C=C2C(=C1)C(=NC=N2)NC3=CC=CC(=C3)C#C)OCCOC.Cl. Cell line: HOP-92. Synergy scores: CSS=-1.06, Synergy_ZIP=4.16, Synergy_Bliss=5.80, Synergy_Loewe=-8.26, Synergy_HSA=-4.03. (7) Drug 1: CCN(CC)CCCC(C)NC1=C2C=C(C=CC2=NC3=C1C=CC(=C3)Cl)OC. Drug 2: C(CCl)NC(=O)N(CCCl)N=O. Cell line: HOP-92. Synergy scores: CSS=30.3, Synergy_ZIP=-9.84, Synergy_Bliss=-6.40, Synergy_Loewe=-9.04, Synergy_HSA=-2.41. (8) Drug 1: CNC(=O)C1=CC=CC=C1SC2=CC3=C(C=C2)C(=NN3)C=CC4=CC=CC=N4. Drug 2: C1=CN(C(=O)N=C1N)C2C(C(C(O2)CO)O)O.Cl. Cell line: NCIH23. Synergy scores: CSS=30.9, Synergy_ZIP=-7.31, Synergy_Bliss=-1.10, Synergy_Loewe=-22.7, Synergy_HSA=-1.82.